Dataset: Forward reaction prediction with 1.9M reactions from USPTO patents (1976-2016). Task: Predict the product of the given reaction. (1) The product is: [NH2:9][C:3]1[C:2]([Br:1])=[CH:7][N:6]=[C:5]([N:22]2[CH2:21][CH2:20][N:19]([C:25]([O:27][C:28]([CH3:31])([CH3:30])[CH3:29])=[O:26])[CH2:24][CH2:23]2)[N:4]=1. Given the reactants [Br:1][C:2]1[C:3]([NH2:9])=[N:4][C:5](Cl)=[N:6][CH:7]=1.C(N(CC)C(C)C)(C)C.[N:19]1([C:25]([O:27][C:28]([CH3:31])([CH3:30])[CH3:29])=[O:26])[CH2:24][CH2:23][NH:22][CH2:21][CH2:20]1, predict the reaction product. (2) Given the reactants [F:1][C:2]([F:19])([F:18])[C:3]1[CH:8]=[CH:7][C:6]([NH:9][NH:10]C(OC(C)(C)C)=O)=[CH:5][CH:4]=1.[Cl:20][C:21]1[C:26]([C:27]([N:29]=[C:30]=[O:31])=O)=[C:25]([F:32])[C:24]([CH2:33][NH:34][C:35](=[O:40])[C:36]([CH3:39])([CH3:38])[CH3:37])=[CH:23][CH:22]=1.C(O)(C(F)(F)F)=O, predict the reaction product. The product is: [Cl:20][C:21]1[CH:22]=[CH:23][C:24]([CH2:33][NH:34][C:35](=[O:40])[C:36]([CH3:39])([CH3:38])[CH3:37])=[C:25]([F:32])[C:26]=1[C:27]1[NH:29][C:30](=[O:31])[N:9]([C:6]2[CH:7]=[CH:8][C:3]([C:2]([F:1])([F:19])[F:18])=[CH:4][CH:5]=2)[N:10]=1.